This data is from CYP1A2 inhibition data for predicting drug metabolism from PubChem BioAssay. The task is: Regression/Classification. Given a drug SMILES string, predict its absorption, distribution, metabolism, or excretion properties. Task type varies by dataset: regression for continuous measurements (e.g., permeability, clearance, half-life) or binary classification for categorical outcomes (e.g., BBB penetration, CYP inhibition). Dataset: cyp1a2_veith. The compound is COc1ccc(NC(=O)N2CCCC3(CCN(C(=O)c4cccc(F)c4)CC3)C2)cc1. The result is 0 (non-inhibitor).